From a dataset of Catalyst prediction with 721,799 reactions and 888 catalyst types from USPTO. Predict which catalyst facilitates the given reaction. (1) Reactant: [F:1][CH:2]([F:15])[C:3]1[CH:7]=[C:6]([CH:8]([F:10])[F:9])[N:5]([CH2:11][C:12](O)=[O:13])[N:4]=1.C(Cl)(=O)C([Cl:19])=O. Product: [F:1][CH:2]([F:15])[C:3]1[CH:7]=[C:6]([CH:8]([F:10])[F:9])[N:5]([CH2:11][C:12]([Cl:19])=[O:13])[N:4]=1. The catalyst class is: 120. (2) Reactant: [NH2:1][C:2]1[CH:7]=[CH:6][C:5]([CH2:8][C:9]#[N:10])=[CH:4][CH:3]=1.[S-:11][C:12]#[N:13].[K+].BrBr.N. Product: [NH2:13][C:12]1[S:11][C:3]2[CH:4]=[C:5]([CH2:8][C:9]#[N:10])[CH:6]=[CH:7][C:2]=2[N:1]=1. The catalyst class is: 86. (3) Reactant: [CH3:1][N:2]1[CH2:7][CH2:6][N:5]([C:8]2[N:13]3[C:14]([CH2:30][OH:31])=[C:15]([CH2:17][N:18]([CH3:29])[C@@H:19]4[C:28]5[N:27]=[CH:26][CH:25]=[CH:24][C:23]=5[CH2:22][CH2:21][CH2:20]4)[N:16]=[C:12]3[CH:11]=[CH:10][CH:9]=2)[CH2:4][CH2:3]1. Product: [CH3:1][N:2]1[CH2:7][CH2:6][N:5]([C:8]2[N:13]3[C:14]([CH:30]=[O:31])=[C:15]([CH2:17][N:18]([CH3:29])[C@@H:19]4[C:28]5[N:27]=[CH:26][CH:25]=[CH:24][C:23]=5[CH2:22][CH2:21][CH2:20]4)[N:16]=[C:12]3[CH:11]=[CH:10][CH:9]=2)[CH2:4][CH2:3]1. The catalyst class is: 4.